This data is from Reaction yield outcomes from USPTO patents with 853,638 reactions. The task is: Predict the reaction yield, written as a fraction of the theoretical maximum amount of product (1.0 means a 100% yield; for example, 0.34 means a 34% yield). (1) The reactants are C1(C2N=CC([NH:28][C:29]([C:31]3[CH:39]=C(N4CCCCC4)[CH:37]=[CH:33][C:32]=3[NH:28][C:29]([C:31]3[CH:32]=[C:33]([CH:37]=C[CH:39]=3)C(O)=O)=[O:30])=[O:30])=CN=2)C=CC=CC=1.CNCC[O:44][CH2:45][CH2:46][O:47][CH2:48][CH2:49][O:50][CH2:51][CH2:52][C:53]([O:55][C:56]([CH3:59])([CH3:58])[CH3:57])=[O:54].CN(C([O:67]N1N=NC2C=CC=NC1=2)=[N+](C)C)C.F[P-](F)(F)(F)(F)F.[CH:84]([N:87]([CH2:91][CH3:92])[CH:88]([CH3:90])C)(C)C. The catalyst is CN(C)C=O.O. The product is [C:29]([C:31]1[CH:39]=[C:90]([CH:37]=[CH:33][CH:32]=1)[C:88]([N:87]([CH2:91][CH2:92][O:44][CH2:45][CH2:46][O:47][CH2:48][CH2:49][O:50][CH2:51][CH2:52][C:53]([O:55][C:56]([CH3:59])([CH3:58])[CH3:57])=[O:54])[CH3:84])=[O:67])(=[O:30])[NH2:28]. The yield is 0.980. (2) The reactants are [CH2:1]([N:3]1[CH:11]=[C:10]2[C:5]([CH:6]=[C:7]([C:23]([O:25]CC)=[O:24])[CH:8]=[C:9]2[O:12][C:13]2[CH:18]=[CH:17][C:16]([S:19]([CH3:22])(=[O:21])=[O:20])=[CH:15][CH:14]=2)=[N:4]1)[CH3:2].[Li+].[OH-].Cl. The catalyst is O1CCOCC1. The product is [CH2:1]([N:3]1[CH:11]=[C:10]2[C:5]([CH:6]=[C:7]([C:23]([OH:25])=[O:24])[CH:8]=[C:9]2[O:12][C:13]2[CH:14]=[CH:15][C:16]([S:19]([CH3:22])(=[O:20])=[O:21])=[CH:17][CH:18]=2)=[N:4]1)[CH3:2]. The yield is 0.100. (3) The reactants are [CH3:1][O:2][C:3](=[O:21])[C:4]1[CH:9]=[C:8](Br)[C:7]([F:11])=[C:6]([F:12])[C:5]=1[NH:13][C:14]1[CH:19]=[CH:18][CH:17]=[CH:16][C:15]=1[Cl:20].[Si:22]([C:26]#[CH:27])([CH3:25])([CH3:24])[CH3:23].N(C(C)C)C(C)C. The catalyst is C1COCC1.Cl[Pd](Cl)([P](C1C=CC=CC=1)(C1C=CC=CC=1)C1C=CC=CC=1)[P](C1C=CC=CC=1)(C1C=CC=CC=1)C1C=CC=CC=1.[Cu]I. The product is [CH3:1][O:2][C:3](=[O:21])[C:4]1[CH:9]=[C:8]([C:27]#[C:26][Si:22]([CH3:25])([CH3:24])[CH3:23])[C:7]([F:11])=[C:6]([F:12])[C:5]=1[NH:13][C:14]1[CH:19]=[CH:18][CH:17]=[CH:16][C:15]=1[Cl:20]. The yield is 0.770. (4) The reactants are [Cl:1][CH2:2][CH2:3][CH2:4][CH2:5][C:6]([NH:8][NH:9][C:10]1[CH:15]=[CH:14][CH:13]=[CH:12][CH:11]=1)=[O:7].C([O-])([O-])=O.[Na+].[Na+].Cl[C:23](=[O:30])[CH2:24][C:25]([O:27][CH2:28][CH3:29])=[O:26]. The catalyst is C(Cl)Cl. The product is [Cl:1][CH2:2][CH2:3][CH2:4][CH2:5][C:6]([NH:8][N:9]([C:23](=[O:30])[CH2:24][C:25]([O:27][CH2:28][CH3:29])=[O:26])[C:10]1[CH:15]=[CH:14][CH:13]=[CH:12][CH:11]=1)=[O:7]. The yield is 0.760. (5) The reactants are [Cl:1][C:2]1[CH:7]=[C:6]([Cl:8])[CH:5]=[CH:4][C:3]=1[C@H:9]1[C@H:14]([N+:15]([O-])=O)[CH2:13][C:12]([CH2:18][O:19][C:20]2[CH:27]=[CH:26][C:23]([C:24]#[N:25])=[CH:22][CH:21]=2)=[C:11]([C:28]2[CH:29]=[N:30][CH:31]=[CH:32][CH:33]=2)[CH2:10]1. The catalyst is CO.C(O)(=O)C.[Zn]. The product is [NH2:15][C@@H:14]1[CH2:13][C:12]([CH2:18][O:19][C:20]2[CH:21]=[CH:22][C:23]([C:24]#[N:25])=[CH:26][CH:27]=2)=[C:11]([C:28]2[CH:29]=[N:30][CH:31]=[CH:32][CH:33]=2)[CH2:10][C@H:9]1[C:3]1[CH:4]=[CH:5][C:6]([Cl:8])=[CH:7][C:2]=1[Cl:1]. The yield is 0.530. (6) The reactants are [Cl:1][C:2]1[CH:3]=[C:4]([C:8]2[C:13]([O:14][CH3:15])=[CH:12][CH:11]=[C:10]([CH2:16][C:17](O)=O)[C:9]=2[F:20])[CH:5]=[CH:6][CH:7]=1.[NH2:21][NH:22][C:23]([NH2:25])=[S:24].O. The catalyst is P(Cl)(Cl)(Cl)=O. The product is [Cl:1][C:2]1[CH:3]=[C:4]([C:8]2[C:13]([O:14][CH3:15])=[CH:12][CH:11]=[C:10]([CH2:16][C:17]3[S:24][C:23]([NH2:25])=[N:22][N:21]=3)[C:9]=2[F:20])[CH:5]=[CH:6][CH:7]=1. The yield is 0.390.